This data is from Retrosynthesis with 50K atom-mapped reactions and 10 reaction types from USPTO. The task is: Predict the reactants needed to synthesize the given product. Given the product CC(C)C[C@H](NC(=O)c1cc2ccccc2s1)C(=O)N1CCN(C(=O)CNC(=O)OC(C)(C)C)CC1, predict the reactants needed to synthesize it. The reactants are: CC(C)(C)OC(=O)NCC(=O)N1CCNCC1.CC(C)C[C@H](NC(=O)c1cc2ccccc2s1)C(=O)O.